From a dataset of Forward reaction prediction with 1.9M reactions from USPTO patents (1976-2016). Predict the product of the given reaction. Given the reactants Br[C:2]1[CH:3]=[C:4]2[C@@:11]3([C:16]([F:18])([F:17])[CH2:15][O:14][C:13]([NH2:19])=[N:12]3)[CH2:10][CH2:9][O:8][C:5]2=[CH:6][CH:7]=1.[N:20]1[CH:25]=[C:24](B(O)O)[CH:23]=[N:22][CH:21]=1, predict the reaction product. The product is: [F:17][C:16]1([F:18])[CH2:15][O:14][C:13]([NH2:19])=[N:12][C@@:11]21[C:4]1[C:5](=[CH:6][CH:7]=[C:2]([C:24]3[CH:25]=[N:20][CH:21]=[N:22][CH:23]=3)[CH:3]=1)[O:8][CH2:9][CH2:10]2.